From a dataset of Peptide-MHC class I binding affinity with 185,985 pairs from IEDB/IMGT. Regression. Given a peptide amino acid sequence and an MHC pseudo amino acid sequence, predict their binding affinity value. This is MHC class I binding data. (1) The peptide sequence is TLIPRLFAL. The MHC is HLA-A02:01 with pseudo-sequence HLA-A02:01. The binding affinity (normalized) is 0.672. (2) The peptide sequence is AANMYIYPL. The MHC is HLA-C14:02 with pseudo-sequence HLA-C14:02. The binding affinity (normalized) is 0.626.